Dataset: Catalyst prediction with 721,799 reactions and 888 catalyst types from USPTO. Task: Predict which catalyst facilitates the given reaction. (1) Reactant: [CH3:1][O:2][C:3](=[O:20])[C:4]1[CH:9]=[C:8]([Cl:10])[CH:7]=[C:6]([N:11]=[CH:12][C:13]2[CH:18]=[CH:17][CH:16]=[C:15]([Br:19])[CH:14]=2)[CH:5]=1.O.[O-]S(C(F)(F)F)(=O)=O.[Yb+3].[O-]S(C(F)(F)F)(=O)=O.[O-]S(C(F)(F)F)(=O)=O.[CH:47](=[O:51])[CH:48]([CH3:50])[CH3:49].O. Product: [CH3:1][O:2][C:3]([C:4]1[C:5]2[CH:47]([OH:51])[C:48]([CH3:50])([CH3:49])[CH:12]([C:13]3[CH:18]=[CH:17][CH:16]=[C:15]([Br:19])[CH:14]=3)[NH:11][C:6]=2[CH:7]=[C:8]([Cl:10])[CH:9]=1)=[O:20]. The catalyst class is: 7. (2) Reactant: [NH2:1][C:2]1[C:7]([C:8]#[N:9])=[C:6]([C:10]2[CH:15]=[CH:14][CH:13]=[CH:12][CH:11]=2)[C:5]([C:16]#[N:17])=[C:4]([O:18][CH2:19][CH2:20][OH:21])[N:3]=1.[C:22]([O:26][C:27]([NH:29][C@H:30]([C:38](O)=[O:39])[CH2:31][C:32]1[CH:37]=[CH:36][CH:35]=[CH:34][CH:33]=1)=[O:28])([CH3:25])([CH3:24])[CH3:23].CCN=C=NCCCN(C)C.Cl. Product: [C:22]([O:26][C:27]([NH:29][C@@H:30]([CH2:31][C:32]1[CH:33]=[CH:34][CH:35]=[CH:36][CH:37]=1)[C:38]([O:21][CH2:20][CH2:19][O:18][C:4]1[N:3]=[C:2]([NH2:1])[C:7]([C:8]#[N:9])=[C:6]([C:10]2[CH:15]=[CH:14][CH:13]=[CH:12][CH:11]=2)[C:5]=1[C:16]#[N:17])=[O:39])=[O:28])([CH3:25])([CH3:23])[CH3:24]. The catalyst class is: 241.